Dataset: Full USPTO retrosynthesis dataset with 1.9M reactions from patents (1976-2016). Task: Predict the reactants needed to synthesize the given product. (1) Given the product [O:1]1[C:5]2[CH:6]=[CH:7][CH:8]=[CH:9][C:4]=2[CH:3]=[C:2]1[CH:10]([C:33]1[C:38]([CH3:39])=[CH:37][CH:36]=[CH:35][C:34]=1[CH3:40])[NH:11][S:12]([C:15]1[CH:25]=[CH:24][C:18]2[O:19][CH2:20][CH2:21][CH2:22][O:23][C:17]=2[CH:16]=1)(=[O:13])=[O:14], predict the reactants needed to synthesize it. The reactants are: [O:1]1[C:5]2[CH:6]=[CH:7][CH:8]=[CH:9][C:4]=2[CH:3]=[C:2]1[CH:10]=[N:11][S:12]([C:15]1[CH:25]=[CH:24][C:18]2[O:19][CH2:20][CH2:21][CH2:22][O:23][C:17]=2[CH:16]=1)(=[O:14])=[O:13].O1CCCC1.Br[Mg][C:33]1[C:38]([CH3:39])=[CH:37][CH:36]=[CH:35][C:34]=1[CH3:40]. (2) The reactants are: [Cl:1][C:2]1[N:7]=[C:6]([C:8]2[CH:9]=[C:10]([CH:13]=[CH:14][CH:15]=2)[CH:11]=O)[CH:5]=[CH:4][N:3]=1.[NH2:16][C:17]1[CH:18]=[N:19][CH:20]=[CH:21][CH:22]=1. Given the product [Cl:1][C:2]1[N:7]=[C:6]([C:8]2[CH:9]=[C:10]([CH:13]=[CH:14][CH:15]=2)[CH2:11][NH:16][C:17]2[CH:18]=[N:19][CH:20]=[CH:21][CH:22]=2)[CH:5]=[CH:4][N:3]=1, predict the reactants needed to synthesize it. (3) Given the product [CH2:11]([C:13]1[CH:18]=[CH:17][C:16]([C:2]2[CH:10]=[C:9]3[C:5]([CH:6]=[CH:7][NH:8]3)=[CH:4][CH:3]=2)=[CH:15][CH:14]=1)[CH3:12], predict the reactants needed to synthesize it. The reactants are: Br[C:2]1[CH:10]=[C:9]2[C:5]([CH:6]=[CH:7][NH:8]2)=[CH:4][CH:3]=1.[CH2:11]([C:13]1[CH:18]=[CH:17][C:16](B(O)O)=[CH:15][CH:14]=1)[CH3:12]. (4) Given the product [N:22]1[CH:23]=[CH:24][C:19]([CH:18]([OH:25])[C:7]#[C:6][Si:8]([CH:12]([CH3:14])[CH3:13])([CH:9]([CH3:11])[CH3:10])[CH:15]([CH3:17])[CH3:16])=[CH:20][CH:21]=1, predict the reactants needed to synthesize it. The reactants are: [Li]CCCC.[C:6]([Si:8]([CH:15]([CH3:17])[CH3:16])([CH:12]([CH3:14])[CH3:13])[CH:9]([CH3:11])[CH3:10])#[CH:7].[CH:18](=[O:25])[C:19]1[CH:24]=[CH:23][N:22]=[CH:21][CH:20]=1.[NH4+].[Cl-]. (5) Given the product [CH3:27][N:13]([CH2:12][C@H:9]1[CH2:8][CH2:7][C@H:6]([CH2:5][CH2:4][CH2:3][CH2:2][O:1][S:14]([CH3:17])(=[O:16])=[O:15])[CH2:11][CH2:10]1)[S:14]([C:17]1[CH:18]=[CH:19][C:20]([C:23]([F:26])([F:24])[F:25])=[CH:21][CH:22]=1)(=[O:16])=[O:15], predict the reactants needed to synthesize it. The reactants are: [OH:1][CH2:2][CH2:3][CH2:4][CH2:5][C@H:6]1[CH2:11][CH2:10][C@H:9]([CH2:12][N:13]([CH3:27])[S:14]([C:17]2[CH:22]=[CH:21][C:20]([C:23]([F:26])([F:25])[F:24])=[CH:19][CH:18]=2)(=[O:16])=[O:15])[CH2:8][CH2:7]1. (6) Given the product [CH3:27][O:28][C:29]1[CH:30]=[C:31]2[C:36](=[CH:37][C:38]=1[O:39][CH3:40])[N:35]=[CH:34][N:33]=[C:32]2[S:41][C:42]1[CH:43]=[C:44]([NH:45][C:13]([NH:12][C:11]2[N:7]([C:4]3[CH:3]=[CH:2][C:1]([CH3:26])=[CH:6][CH:5]=3)[N:8]=[C:9]([C:22]([F:23])([F:24])[F:25])[CH:10]=2)=[O:21])[CH:46]=[CH:47][CH:48]=1, predict the reactants needed to synthesize it. The reactants are: [C:1]1([CH3:26])[CH:6]=[CH:5][C:4]([N:7]2[C:11]([NH:12][C:13](=[O:21])OC3C=CC=CC=3)=[CH:10][C:9]([C:22]([F:25])([F:24])[F:23])=[N:8]2)=[CH:3][CH:2]=1.[CH3:27][O:28][C:29]1[CH:30]=[C:31]2[C:36](=[CH:37][C:38]=1[O:39][CH3:40])[N:35]=[CH:34][N:33]=[C:32]2[S:41][C:42]1[CH:43]=[C:44]([CH:46]=[CH:47][CH:48]=1)[NH2:45]. (7) The reactants are: COC(=O)[CH:4]([C:14]1[CH:19]=[CH:18][C:17]([O:20][CH3:21])=[CH:16][C:15]=1[Cl:22])[C:5]([C:7]1[CH:12]=[CH:11][N:10]=[C:9]([CH3:13])[CH:8]=1)=[O:6].[Cl-].[Na+].O. Given the product [Cl:22][C:15]1[CH:16]=[C:17]([O:20][CH3:21])[CH:18]=[CH:19][C:14]=1[CH2:4][C:5]([C:7]1[CH:12]=[CH:11][N:10]=[C:9]([CH3:13])[CH:8]=1)=[O:6], predict the reactants needed to synthesize it. (8) The reactants are: [CH2:1]([CH:3]([C:6]1[C:10](/[CH:11]=[CH:12]/[C:13]([O:15][CH2:16][CH3:17])=[O:14])=[CH:9][N:8]([C:18]2[CH:23]=[CH:22][C:21]([C:24]([F:27])([F:26])[F:25])=[CH:20][N:19]=2)[N:7]=1)[CH2:4][CH3:5])[CH3:2]. Given the product [CH2:1]([CH:3]([C:6]1[C:10]([CH2:11][CH2:12][C:13]([O:15][CH2:16][CH3:17])=[O:14])=[CH:9][N:8]([C:18]2[CH:23]=[CH:22][C:21]([C:24]([F:26])([F:27])[F:25])=[CH:20][N:19]=2)[N:7]=1)[CH2:4][CH3:5])[CH3:2], predict the reactants needed to synthesize it. (9) The reactants are: Cl.C([O:4][C:5]([C:7]1[S:8][C:9]2[CH2:10][NH:11][CH2:12][CH2:13][C:14]=2[N:15]=1)=[O:6])C.CCN(CC)CC.[C:23](=[O:26])([O-])[NH2:24].[CH:27]1[C:36]2[C:31](=[CH:32][CH:33]=[CH:34][CH:35]=2)[CH:30]=[CH:29][N:28]=1.C([O-])([O-])=O.[K+].[K+]. Given the product [N:28]1[C:27]2[C:36](=[C:35]([NH:24][C:23]([N:11]3[CH2:12][CH2:13][C:14]4[N:15]=[C:7]([C:5]([OH:4])=[O:6])[S:8][C:9]=4[CH2:10]3)=[O:26])[CH:34]=[CH:33][CH:32]=2)[CH:31]=[CH:30][CH:29]=1, predict the reactants needed to synthesize it.